The task is: Predict the product of the given reaction.. This data is from Forward reaction prediction with 1.9M reactions from USPTO patents (1976-2016). (1) Given the reactants [CH:1]([C:4]1[CH:5]=[N:6][N:7]2[C:12]([N:13]([CH3:20])C3C=CC=CC=3)=[N:11][C:10]([S:21][CH3:22])=[N:9][C:8]=12)([CH3:3])[CH3:2].[N:23]1[CH:28]=[CH:27][CH:26]=[CH:25][C:24]=1[C:29]1[CH:36]=[CH:35][C:32](CN)=[CH:31][CH:30]=1, predict the reaction product. The product is: [CH:1]([C:4]1[CH:5]=[N:6][N:7]2[C:12]([NH:13][CH2:20][C:32]3[CH:31]=[CH:30][C:29]([C:24]4[CH:25]=[CH:26][CH:27]=[CH:28][N:23]=4)=[CH:36][CH:35]=3)=[N:11][C:10]([S:21][CH3:22])=[N:9][C:8]=12)([CH3:2])[CH3:3]. (2) Given the reactants [H-].[Na+].[C:3]([O:7][C:8](=[O:16])[NH:9][C@H:10]1[CH2:14][CH2:13][NH:12][C:11]1=[O:15])([CH3:6])([CH3:5])[CH3:4].[C:17]1([S:23]([N:26]2[C:34]3[CH:33]=[CH:32][N:31]=[C:30]([Cl:35])[C:29]=3[CH:28]=[C:27]2[CH2:36]Br)(=[O:25])=[O:24])[CH:22]=[CH:21][CH:20]=[CH:19][CH:18]=1, predict the reaction product. The product is: [C:3]([O:7][C:8](=[O:16])[NH:9][C@H:10]1[CH2:14][CH2:13][N:12]([CH2:36][C:27]2[N:26]([S:23]([C:17]3[CH:22]=[CH:21][CH:20]=[CH:19][CH:18]=3)(=[O:25])=[O:24])[C:34]3[CH:33]=[CH:32][N:31]=[C:30]([Cl:35])[C:29]=3[CH:28]=2)[C:11]1=[O:15])([CH3:6])([CH3:4])[CH3:5]. (3) Given the reactants [Cl:1][C:2]1[CH:11]=[CH:10][C:5]([C:6]([O:8][CH3:9])=[O:7])=[C:4]([OH:12])[CH:3]=1.Br[CH2:14][C:15]([O:17][CH2:18][CH3:19])=[O:16].C(=O)([O-])[O-].[K+].[K+], predict the reaction product. The product is: [Cl:1][C:2]1[CH:11]=[CH:10][C:5]([C:6]([O:8][CH3:9])=[O:7])=[C:4]([O:12][CH2:14][C:15]([O:17][CH2:18][CH3:19])=[O:16])[CH:3]=1. (4) Given the reactants Br[C:2]1[CH:3]=[C:4]([CH:7]=[CH:8][C:9]=1F)[CH:5]=[O:6].N, predict the reaction product. The product is: [CH3:5][C:4]1[CH:7]=[CH:8][CH:9]=[CH:2][C:3]=1[C:2]1[CH:9]=[CH:8][CH:7]=[C:4]([CH:5]=[O:6])[CH:3]=1. (5) Given the reactants [CH3:1][C:2]1[O:6][C:5]([C:7]2[CH:12]=[CH:11][CH:10]=[CH:9][CH:8]=2)=[N:4][C:3]=1[CH2:13][CH2:14][OH:15].O[C:17]1[CH:43]=[CH:42][C:20]([C:21]([C:23]2[CH:39]=[CH:38][C:37]([O:40][CH3:41])=[CH:36][C:24]=2[O:25][C:26]([CH3:35])([CH3:34])[C:27]([O:29]C(C)(C)C)=[O:28])=[O:22])=[CH:19][CH:18]=1.C1(P(C2C=CC=CC=2)C2C=CC=CC=2)C=CC=CC=1.N(C(OCC)=O)=NC(OCC)=O, predict the reaction product. The product is: [CH3:41][O:40][C:37]1[CH:38]=[CH:39][C:23]([C:21](=[O:22])[C:20]2[CH:19]=[CH:18][C:17]([O:15][CH2:14][CH2:13][C:3]3[N:4]=[C:5]([C:7]4[CH:12]=[CH:11][CH:10]=[CH:9][CH:8]=4)[O:6][C:2]=3[CH3:1])=[CH:43][CH:42]=2)=[C:24]([CH:36]=1)[O:25][C:26]([CH3:35])([CH3:34])[C:27]([OH:29])=[O:28].